From a dataset of Forward reaction prediction with 1.9M reactions from USPTO patents (1976-2016). Predict the product of the given reaction. (1) Given the reactants [CH3:1][O:2][CH2:3][CH2:4][CH2:5][C:6]1[CH:11]=[CH:10][CH:9]=[CH:8][C:7]=1[C:12]1[CH:17]=[CH:16][C:15]([CH:18]([CH2:21][C:22]2[CH:23]=[N:24][CH:25]=[CH:26][CH:27]=2)[C:19]#[N:20])=[C:14]([CH3:28])[CH:13]=1.[O:29](C(OC(C)(C)C)=O)[C:30]([O:32][C:33]([CH3:36])([CH3:35])[CH3:34])=O.[BH4-].[Na+], predict the reaction product. The product is: [C:33]([O:32][C:30](=[O:29])[NH:20][CH2:19][CH:18]([C:15]1[CH:16]=[CH:17][C:12]([C:7]2[CH:8]=[CH:9][CH:10]=[CH:11][C:6]=2[CH2:5][CH2:4][CH2:3][O:2][CH3:1])=[CH:13][C:14]=1[CH3:28])[CH2:21][C:22]1[CH:23]=[N:24][CH:25]=[CH:26][CH:27]=1)([CH3:36])([CH3:35])[CH3:34]. (2) Given the reactants F[B-](F)(F)F.[CH3:22][O:21][C:18]1[CH:19]=[CH:20][C:15]([I+][C:15]2[CH:20]=[CH:19][C:18]([O:21][CH3:22])=[CH:17][CH:16]=2)=[CH:16][CH:17]=1.[CH2:23]([O:25][C:26](=[O:36])[C:27]1[CH:32]=[C:31]([Cl:33])[C:30]([OH:34])=[C:29]([Cl:35])[CH:28]=1)[CH3:24].C(N(CC)CC)C, predict the reaction product. The product is: [CH2:23]([O:25][C:26](=[O:36])[C:27]1[CH:32]=[C:31]([Cl:33])[C:30]([O:34][C:15]2[CH:16]=[CH:17][C:18]([O:21][CH3:22])=[CH:19][CH:20]=2)=[C:29]([Cl:35])[CH:28]=1)[CH3:24]. (3) Given the reactants Cl[C:2]1[C:7]2[C:8]([O:30][CH3:31])=[N:9][N:10]([C:11]([C:24]3[CH:29]=[CH:28][CH:27]=[CH:26][CH:25]=3)([C:18]3[CH:23]=[CH:22][CH:21]=[CH:20][CH:19]=3)[C:12]3[CH:17]=[CH:16][CH:15]=[CH:14][CH:13]=3)[C:6]=2[CH:5]=[C:4]([Cl:32])[N:3]=1.[CH3:33][O:34][C:35]1[CH:41]=[CH:40][CH:39]=[CH:38][C:36]=1[NH2:37].CC(C)([O-])C.[K+], predict the reaction product. The product is: [Cl:32][C:4]1[N:3]=[C:2]([NH:37][C:36]2[CH:38]=[CH:39][CH:40]=[CH:41][C:35]=2[O:34][CH3:33])[C:7]2[C:8]([O:30][CH3:31])=[N:9][N:10]([C:11]([C:18]3[CH:23]=[CH:22][CH:21]=[CH:20][CH:19]=3)([C:24]3[CH:25]=[CH:26][CH:27]=[CH:28][CH:29]=3)[C:12]3[CH:13]=[CH:14][CH:15]=[CH:16][CH:17]=3)[C:6]=2[CH:5]=1. (4) The product is: [NH2:8][C@@H:9]1[CH2:11][C@H:10]1[C:12]1[CH:13]=[C:14]([C:18]([NH:27][C:25]2[S:26][C:22]([CH3:21])=[N:23][N:24]=2)=[O:20])[S:15][C:16]=1[CH3:17]. Given the reactants C(OC([NH:8][C@@H:9]1[CH2:11][C@H:10]1[C:12]1[CH:13]=[C:14]([C:18]([OH:20])=O)[S:15][C:16]=1[CH3:17])=O)(C)(C)C.[CH3:21][C:22]1[S:26][C:25]([NH2:27])=[N:24][N:23]=1.F[P-](F)(F)(F)(F)F.N1(OC(N(C)C)=[N+](C)C)C2N=CC=CC=2N=N1.Cl.C(OCC)(=O)C, predict the reaction product.